From a dataset of Forward reaction prediction with 1.9M reactions from USPTO patents (1976-2016). Predict the product of the given reaction. (1) Given the reactants [O:1]([CH2:8][CH:9]1[CH2:11][O:10]1)[C:2]1[CH:7]=[CH:6][CH:5]=[CH:4][CH:3]=1.[OH2:12], predict the reaction product. The product is: [O:1]([CH2:8][CH:9]([OH:12])[CH2:11][OH:10])[C:2]1[CH:3]=[CH:4][CH:5]=[CH:6][CH:7]=1. (2) Given the reactants [C:1]([N:4]1[CH2:9][CH2:8][C:7]2[N:10]([CH:29]3[CH2:33][CH2:32][N:31](C(OC(C)(C)C)=O)[CH2:30]3)[N:11]=[C:12]([N:13]3[C:22]4[C:17](=[CH:18][C:19]([C:23]5[CH:24]=[N:25][N:26]([CH3:28])[CH:27]=5)=[CH:20][CH:21]=4)[CH2:16][CH2:15][CH2:14]3)[C:6]=2[CH2:5]1)(=[O:3])[CH3:2].FC(F)(F)C(O)=O, predict the reaction product. The product is: [CH3:28][N:26]1[CH:27]=[C:23]([C:19]2[CH:18]=[C:17]3[C:22](=[CH:21][CH:20]=2)[N:13]([C:12]2[C:6]4[CH2:5][N:4]([C:1](=[O:3])[CH3:2])[CH2:9][CH2:8][C:7]=4[N:10]([CH:29]4[CH2:33][CH2:32][NH:31][CH2:30]4)[N:11]=2)[CH2:14][CH2:15][CH2:16]3)[CH:24]=[N:25]1. (3) Given the reactants [OH:1][C:2]1[CH:11]=[CH:10][C:9]2[O:8][C:7](=[O:12])[CH:6]=[CH:5][C:4]=2[C:3]=1[C:13]([O:15][CH3:16])=[O:14].CCN(C(C)C)C(C)C.[F:26][C:27]([F:40])([F:39])[S:28](O[S:28]([C:27]([F:40])([F:39])[F:26])(=[O:30])=[O:29])(=[O:30])=[O:29], predict the reaction product. The product is: [F:26][C:27]([F:40])([F:39])[S:28]([O:1][C:2]1[CH:11]=[CH:10][C:9]2[O:8][C:7](=[O:12])[CH:6]=[CH:5][C:4]=2[C:3]=1[C:13]([O:15][CH3:16])=[O:14])(=[O:30])=[O:29].